This data is from NCI-60 drug combinations with 297,098 pairs across 59 cell lines. The task is: Regression. Given two drug SMILES strings and cell line genomic features, predict the synergy score measuring deviation from expected non-interaction effect. (1) Drug 1: CNC(=O)C1=CC=CC=C1SC2=CC3=C(C=C2)C(=NN3)C=CC4=CC=CC=N4. Drug 2: CC1=C(C(=O)C2=C(C1=O)N3CC4C(C3(C2COC(=O)N)OC)N4)N. Cell line: NCI-H460. Synergy scores: CSS=37.0, Synergy_ZIP=-6.95, Synergy_Bliss=-13.7, Synergy_Loewe=-34.2, Synergy_HSA=-12.9. (2) Cell line: HCT116. Drug 2: C1=CN(C(=O)N=C1N)C2C(C(C(O2)CO)O)O.Cl. Synergy scores: CSS=59.7, Synergy_ZIP=0.388, Synergy_Bliss=4.58, Synergy_Loewe=2.49, Synergy_HSA=5.73. Drug 1: C1C(C(OC1N2C=C(C(=O)NC2=O)F)CO)O. (3) Drug 1: C1CCN(CC1)CCOC2=CC=C(C=C2)C(=O)C3=C(SC4=C3C=CC(=C4)O)C5=CC=C(C=C5)O. Drug 2: CC1C(C(=O)NC(C(=O)N2CCCC2C(=O)N(CC(=O)N(C(C(=O)O1)C(C)C)C)C)C(C)C)NC(=O)C3=C4C(=C(C=C3)C)OC5=C(C(=O)C(=C(C5=N4)C(=O)NC6C(OC(=O)C(N(C(=O)CN(C(=O)C7CCCN7C(=O)C(NC6=O)C(C)C)C)C)C(C)C)C)N)C. Cell line: PC-3. Synergy scores: CSS=19.5, Synergy_ZIP=-4.78, Synergy_Bliss=4.08, Synergy_Loewe=-14.5, Synergy_HSA=3.22. (4) Drug 1: C1=C(C(=O)NC(=O)N1)F. Drug 2: CN(C)C1=NC(=NC(=N1)N(C)C)N(C)C. Cell line: M14. Synergy scores: CSS=24.0, Synergy_ZIP=-11.5, Synergy_Bliss=-8.77, Synergy_Loewe=-18.7, Synergy_HSA=-11.4. (5) Drug 1: CC1OCC2C(O1)C(C(C(O2)OC3C4COC(=O)C4C(C5=CC6=C(C=C35)OCO6)C7=CC(=C(C(=C7)OC)O)OC)O)O. Drug 2: CC1=C(C(=CC=C1)Cl)NC(=O)C2=CN=C(S2)NC3=CC(=NC(=N3)C)N4CCN(CC4)CCO. Cell line: PC-3. Synergy scores: CSS=25.7, Synergy_ZIP=-4.26, Synergy_Bliss=0.195, Synergy_Loewe=-2.32, Synergy_HSA=4.18. (6) Drug 1: CC(C)(C#N)C1=CC=C(C=C1)N2C3=C4C=C(C=CC4=NC=C3N(C2=O)C)C5=CC6=CC=CC=C6N=C5. Drug 2: CCC1=C2CN3C(=CC4=C(C3=O)COC(=O)C4(CC)O)C2=NC5=C1C=C(C=C5)O. Cell line: SW-620. Synergy scores: CSS=68.3, Synergy_ZIP=3.29, Synergy_Bliss=3.11, Synergy_Loewe=3.58, Synergy_HSA=7.87.